Task: Predict the product of the given reaction.. Dataset: Forward reaction prediction with 1.9M reactions from USPTO patents (1976-2016) (1) Given the reactants [NH2:1][CH:2]1[CH2:7][CH2:6][N:5]([C:8]([O:10][C:11]([CH3:14])([CH3:13])[CH3:12])=[O:9])[CH2:4][CH2:3]1.C[Al](C)C.[Br:19][C:20]1[C:32]([CH3:33])=[CH:31][C:23]([O:24][C@H:25]2[CH2:29][CH2:28][O:27][C:26]2=[O:30])=[C:22]([F:34])[CH:21]=1, predict the reaction product. The product is: [Br:19][C:20]1[C:32]([CH3:33])=[CH:31][C:23]([O:24][C@@H:25]([CH2:29][CH2:28][OH:27])[C:26]([NH:1][CH:2]2[CH2:3][CH2:4][N:5]([C:8]([O:10][C:11]([CH3:14])([CH3:13])[CH3:12])=[O:9])[CH2:6][CH2:7]2)=[O:30])=[C:22]([F:34])[CH:21]=1. (2) Given the reactants [N:1]1[CH:2]=[CH:3][N:4]2[CH:9]=[CH:8][CH:7]=[C:6]([NH2:10])[C:5]=12.N1C=CC=CC=1.Cl[C:18]([O:20][C:21]1[CH:26]=[CH:25][CH:24]=[CH:23][CH:22]=1)=[O:19], predict the reaction product. The product is: [C:21]1([O:20][C:18](=[O:19])[NH:10][C:6]2[C:5]3[N:4]([CH:3]=[CH:2][N:1]=3)[CH:9]=[CH:8][CH:7]=2)[CH:26]=[CH:25][CH:24]=[CH:23][CH:22]=1.